Predict the product of the given reaction. From a dataset of Forward reaction prediction with 1.9M reactions from USPTO patents (1976-2016). (1) Given the reactants [F:1][C:2]1[CH:7]=[CH:6][CH:5]=[CH:4][C:3]=1[N:8]1[CH:12](N2CCCCC2)[CH:11]([CH3:19])[N:10]=[N:9]1.FC1C=CC(N2C(N3CCCCC3)C(C)N=N2)=CC=1, predict the reaction product. The product is: [F:1][C:2]1[CH:7]=[CH:6][CH:5]=[CH:4][C:3]=1[N:8]1[CH:12]=[C:11]([CH3:19])[N:10]=[N:9]1. (2) The product is: [OH:41][C:26]1[C:25](=[O:24])[N:14]([C:15]2[N:16]=[N:17][C:18]([CH3:21])=[CH:19][CH:20]=2)[CH:10]([C:9]2[CH:12]=[CH:13][C:6]([C:5]3[N:4]=[N:3][NH:2][N:1]=3)=[CH:7][CH:8]=2)[C:27]=1[C:28](=[O:40])[C:29]1[CH:30]=[CH:31][C:32]([O:35][C:36]([F:38])([F:39])[F:37])=[CH:33][CH:34]=1. Given the reactants [N:1]1[NH:2][N:3]=[N:4][C:5]=1[C:6]1[CH:13]=[CH:12][C:9]([CH:10]=O)=[CH:8][CH:7]=1.[NH2:14][C:15]1[N:16]=[N:17][C:18]([CH3:21])=[CH:19][CH:20]=1.C([O:24][C:25](=O)[C:26]([OH:41])=[CH:27][C:28](=[O:40])[C:29]1[CH:34]=[CH:33][C:32]([O:35][C:36]([F:39])([F:38])[F:37])=[CH:31][CH:30]=1)C, predict the reaction product. (3) Given the reactants [Cl:1][C:2]1[C:7]([N:8]2[CH2:12][CH2:11][CH2:10][C:9]2=[O:13])=[CH:6][CH:5]=[CH:4][C:3]=1[S:14]([NH:17][C@@H:18]([CH2:22][NH:23][C:24]([C:26]1[S:27][C:28]([Cl:31])=[CH:29][CH:30]=1)=[O:25])[C:19]([OH:21])=O)(=[O:16])=[O:15].[NH:32]1[CH2:37][CH2:36][NH:35][CH2:34][CH2:33]1, predict the reaction product. The product is: [Cl:1][C:2]1[C:7]([N:8]2[CH2:12][CH2:11][CH2:10][C:9]2=[O:13])=[CH:6][CH:5]=[CH:4][C:3]=1[S:14]([NH:17][C@H:18]([C:19](=[O:21])[N:32]1[CH2:37][CH2:36][NH:35][CH2:34][CH2:33]1)[CH2:22][NH:23][C:24]([C:26]1[S:27][C:28]([Cl:31])=[CH:29][CH:30]=1)=[O:25])(=[O:16])=[O:15]. (4) Given the reactants [CH3:1][C:2]1[CH:21]=[CH:20][C:19]([C@H:22]2[C@H:27]([OH:28])[C@@H:26]([OH:29])[C@H:25]([OH:30])[C@@H:24]([S:31][CH3:32])[O:23]2)=[CH:18][C:3]=1[CH2:4][C:5]1[CH:17]=[CH:16][C:8]([O:9][CH2:10][CH2:11][CH2:12][C:13](O)=[O:14])=[CH:7][CH:6]=1.[NH2:33][C:34]1([C:39]([NH2:41])=[O:40])[CH2:38][CH2:37][CH2:36][CH2:35]1.CN(C(ON1N=NC2C=CC=NC1=2)=[N+](C)C)C.F[P-](F)(F)(F)(F)F.CCN(C(C)C)C(C)C, predict the reaction product. The product is: [CH3:1][C:2]1[CH:21]=[CH:20][C:19]([C@H:22]2[C@H:27]([OH:28])[C@@H:26]([OH:29])[C@H:25]([OH:30])[C@@H:24]([S:31][CH3:32])[O:23]2)=[CH:18][C:3]=1[CH2:4][C:5]1[CH:6]=[CH:7][C:8]([O:9][CH2:10][CH2:11][CH2:12][C:13]([NH:33][C:34]2([C:39]([NH2:41])=[O:40])[CH2:38][CH2:37][CH2:36][CH2:35]2)=[O:14])=[CH:16][CH:17]=1. (5) Given the reactants C([O:3][C:4](=O)[CH2:5][N:6]([CH2:14][C:15]1[CH:20]=[CH:19][CH:18]=[CH:17][CH:16]=1)[C:7]([C:12]#[N:13])([CH3:11])[CH2:8][O:9][CH3:10])C.[BH4-].[Na+].C(O)(=O)C, predict the reaction product. The product is: [CH2:14]([N:6]1[C:7]([CH2:8][O:9][CH3:10])([CH3:11])[CH2:12][NH:13][C:4](=[O:3])[CH2:5]1)[C:15]1[CH:20]=[CH:19][CH:18]=[CH:17][CH:16]=1. (6) Given the reactants [CH:1]1([CH2:7][CH:8]([CH2:12][C:13]([N:15]2[CH2:20][CH2:19][O:18][CH2:17][CH2:16]2)=[O:14])[C:9]([OH:11])=O)[CH2:6][CH2:5][CH2:4][CH2:3][CH2:2]1.OC(C(F)(F)F)=O.[NH2:28][CH:29]([CH2:41][CH3:42])[CH:30]([C:32]1[O:33][C:34]2[CH:40]=[CH:39][CH:38]=[CH:37][C:35]=2[N:36]=1)[OH:31].C1C=CC2N(O)N=NC=2C=1.C(Cl)CCl.CN1CCOCC1, predict the reaction product. The product is: [O:33]1[C:34]2[CH:40]=[CH:39][CH:38]=[CH:37][C:35]=2[N:36]=[C:32]1[CH:30]([OH:31])[CH:29]([NH:28][C:9](=[O:11])[CH:8]([CH2:7][CH:1]1[CH2:2][CH2:3][CH2:4][CH2:5][CH2:6]1)[CH2:12][C:13]([N:15]1[CH2:20][CH2:19][O:18][CH2:17][CH2:16]1)=[O:14])[CH2:41][CH3:42]. (7) Given the reactants Cl.[N:2]1[C:11]2[C:6](=[CH:7][CH:8]=[CH:9][CH:10]=2)[CH:5]=[C:4]([C:12]2[C:20]3[N:19]4[CH:21]=[CH:22][CH:23]=[C:18]4[C:17](=[N:24][OH:25])[C:16]=3[CH:15]=[CH:14][CH:13]=2)[CH:3]=1.[CH2:26]([OH:28])[CH3:27].O, predict the reaction product. The product is: [C:26]([OH:25])(=[O:28])[CH3:27].[N:2]1[C:11]2[C:6](=[CH:7][CH:8]=[CH:9][CH:10]=2)[CH:5]=[C:4]([C:12]2[C:20]3[N:19]4[CH:21]=[CH:22][CH:23]=[C:18]4[CH:17]([NH2:24])[C:16]=3[CH:15]=[CH:14][CH:13]=2)[CH:3]=1.